This data is from Forward reaction prediction with 1.9M reactions from USPTO patents (1976-2016). The task is: Predict the product of the given reaction. (1) Given the reactants [C:9](O[C:9]([O:11][C:12]([CH3:15])([CH3:14])[CH3:13])=[O:10])([O:11][C:12]([CH3:15])([CH3:14])[CH3:13])=[O:10].[Cl:16][C:17]1[CH:26]=[C:25]([O:27][CH3:28])[C:24]([Cl:29])=[C:23]2[C:18]=1[CH2:19][CH2:20][NH:21][C:22]2=[O:30], predict the reaction product. The product is: [Cl:16][C:17]1[CH:26]=[C:25]([O:27][CH3:28])[C:24]([Cl:29])=[C:23]2[C:18]=1[CH2:19][CH2:20][N:21]([C:9]([O:11][C:12]([CH3:13])([CH3:14])[CH3:15])=[O:10])[C:22]2=[O:30]. (2) Given the reactants Br[C:2]1[N:6]([C:7]([CH3:10])([CH3:9])[CH3:8])[N:5]=[CH:4][C:3]=1[C:11]([NH2:13])=[O:12].[CH3:14][O:15][C:16]1[CH:21]=[CH:20][C:19](/[CH:22]=[CH:23]/B(O)O)=[CH:18][CH:17]=1.COC1C=CC=C(OC)C=1C1C=CC=CC=1P(C1CCCCC1)C1CCCCC1.P([O-])([O-])([O-])=O.[K+].[K+].[K+], predict the reaction product. The product is: [C:7]([N:6]1[C:2](/[CH:23]=[CH:22]/[C:19]2[CH:20]=[CH:21][C:16]([O:15][CH3:14])=[CH:17][CH:18]=2)=[C:3]([C:11]([NH2:13])=[O:12])[CH:4]=[N:5]1)([CH3:10])([CH3:9])[CH3:8]. (3) Given the reactants O=P12OP3(OP(OP(O3)(O1)=O)(=O)O2)=O.[CH3:15]S(O)(=O)=O.[C:20]([CH:23]([CH3:35])[CH2:24][O:25][C:26]1[CH:34]=[CH:33][C:29]([C:30]([OH:32])=[O:31])=[CH:28][CH:27]=1)([OH:22])=O, predict the reaction product. The product is: [CH3:35][CH:23]1[C:20](=[O:22])[C:34]2[C:26](=[CH:27][CH:28]=[C:29]([C:30]([O:32][CH3:15])=[O:31])[CH:33]=2)[O:25][CH2:24]1. (4) The product is: [F:69][C:66]1[CH:65]=[CH:64][C:63]([C:61]2[O:62][C:57]3[C:58](=[N:59][C:54]([C:44]4[CH:45]=[C:46]([CH:50]=[CH:51][CH:52]=4)[C:47]([OH:49])=[O:48])=[CH:55][CH:56]=3)[C:60]=2[C:70](=[O:71])[NH:72][CH3:73])=[CH:68][CH:67]=1. Given the reactants C1(P(C2CCCCC2)C2C=CC=CC=2C2C(OC)=CC=C(S([O-])(=O)=O)C=2OC)CCCCC1.[Na+].C([O-])([O-])=O.[Cs+].[Cs+].B([C:44]1[CH:45]=[C:46]([CH:50]=[CH:51][CH:52]=1)[C:47]([OH:49])=[O:48])(O)O.Br[C:54]1[N:59]=[C:58]2[C:60]([C:70]([NH:72][CH3:73])=[O:71])=[C:61]([C:63]3[CH:68]=[CH:67][C:66]([F:69])=[CH:65][CH:64]=3)[O:62][C:57]2=[CH:56][CH:55]=1, predict the reaction product. (5) Given the reactants [O:1]([C:8]1[S:9][CH:10]=[C:11]([C:13](OC)=[O:14])[N:12]=1)[C:2]1[CH:7]=[CH:6][CH:5]=[CH:4][CH:3]=1.[BH4-].[Na+], predict the reaction product. The product is: [O:1]([C:8]1[S:9][CH:10]=[C:11]([CH2:13][OH:14])[N:12]=1)[C:2]1[CH:3]=[CH:4][CH:5]=[CH:6][CH:7]=1. (6) Given the reactants Cl.[NH2:2][C:3]1([CH2:6][CH2:7][OH:8])[CH2:5][CH2:4]1.O.C(N(CC)CC)C.[C:17](O[C:17]([O:19][C:20]([CH3:23])([CH3:22])[CH3:21])=[O:18])([O:19][C:20]([CH3:23])([CH3:22])[CH3:21])=[O:18], predict the reaction product. The product is: [OH:8][CH2:7][CH2:6][C:3]1([NH:2][C:17](=[O:18])[O:19][C:20]([CH3:23])([CH3:22])[CH3:21])[CH2:5][CH2:4]1. (7) Given the reactants [O:1]=[C:2]1[O:6][CH2:5][N:4]([C:7]([O:9][CH2:10][CH:11]2[C:23]3[CH:22]=[CH:21][CH:20]=[CH:19][C:18]=3[C:17]3[C:12]2=[CH:13][CH:14]=[CH:15][CH:16]=3)=[O:8])[C@H:3]1[CH2:24][C:25]1[N:26]=[CH:27][S:28][CH:29]=1.FC(F)(F)C(O)=O.C([SiH](CC)CC)C, predict the reaction product. The product is: [CH:13]1[C:12]2[CH:11]([CH2:10][O:9][C:7]([N:4]([CH3:5])[C@@H:3]([CH2:24][C:25]3[N:26]=[CH:27][S:28][CH:29]=3)[C:2]([OH:6])=[O:1])=[O:8])[C:23]3[C:18](=[CH:19][CH:20]=[CH:21][CH:22]=3)[C:17]=2[CH:16]=[CH:15][CH:14]=1. (8) Given the reactants [C:1]([O:5][C:6](=[O:29])[NH:7][C@@H:8]([C:12]1[CH:17]=[CH:16][C:15]([Cl:18])=[C:14]([C:19]([C:21]2[CH:26]=[N:25][C:24](Cl)=[CH:23][N:22]=2)=[O:20])[C:13]=1[F:28])[CH:9]1[CH2:11][CH2:10]1)([CH3:4])([CH3:3])[CH3:2].[CH3:30][O:31][C:32]1[CH:39]=[CH:38][C:35]([CH2:36][NH2:37])=[CH:34][CH:33]=1.C(N(CC)CC)C.CN(C)C=O, predict the reaction product. The product is: [C:1]([O:5][C:6](=[O:29])[NH:7][C@@H:8]([C:12]1[CH:17]=[CH:16][C:15]([Cl:18])=[C:14]([C:19]([C:21]2[CH:26]=[N:25][C:24]([NH:37][CH2:36][C:35]3[CH:38]=[CH:39][C:32]([O:31][CH3:30])=[CH:33][CH:34]=3)=[CH:23][N:22]=2)=[O:20])[C:13]=1[F:28])[CH:9]1[CH2:10][CH2:11]1)([CH3:2])([CH3:3])[CH3:4]. (9) Given the reactants [OH:1][C:2]1[C:28]2[C:23](=[CH:24][CH:25]=[CH:26][CH:27]=2)[C:5]2[O:6][CH:7]=[C:8]([C:9]([C:11]3[CH:16]=[C:15]([O:17][CH3:18])[C:14]([O:19][CH3:20])=[C:13]([O:21][CH3:22])[CH:12]=3)=[O:10])[C:4]=2[CH:3]=1.[N+]([O-])(O)=[O:30].O.C(Cl)(Cl)Cl.CO, predict the reaction product. The product is: [CH3:22][O:21][C:13]1[CH:12]=[C:11]([CH:16]=[C:15]([O:17][CH3:18])[C:14]=1[O:19][CH3:20])[C:9]([C:8]1[C:4]2[C:3](=[O:30])[C:2](=[O:1])[C:28]3[C:23](=[CH:24][CH:25]=[CH:26][CH:27]=3)[C:5]=2[O:6][CH:7]=1)=[O:10]. (10) Given the reactants [Cl:1][C:2]1[CH:3]=[C:4]([C:9](=O)[CH2:10][CH2:11][CH2:12][CH2:13][O:14][CH3:15])[CH:5]=[CH:6][C:7]=1[Cl:8].Cl.[CH3:18][O:19][NH2:20].N1C=CC=CC=1.O, predict the reaction product. The product is: [CH3:18][O:19][N:20]=[C:9]([C:4]1[CH:5]=[CH:6][C:7]([Cl:8])=[C:2]([Cl:1])[CH:3]=1)[CH2:10][CH2:11][CH2:12][CH2:13][O:14][CH3:15].